This data is from Full USPTO retrosynthesis dataset with 1.9M reactions from patents (1976-2016). The task is: Predict the reactants needed to synthesize the given product. (1) Given the product [CH3:1][O:2][C:3](=[O:11])[C:4]1[CH:9]=[CH:8][C:7](/[N:10]=[CH:16]/[C:15]2[CH:18]=[CH:19][CH:20]=[C:13]([Br:12])[CH:14]=2)=[CH:6][CH:5]=1, predict the reactants needed to synthesize it. The reactants are: [CH3:1][O:2][C:3](=[O:11])[C:4]1[CH:9]=[CH:8][C:7]([NH2:10])=[CH:6][CH:5]=1.[Br:12][C:13]1[CH:14]=[C:15]([CH:18]=[CH:19][CH:20]=1)[CH:16]=O. (2) Given the product [Cl:27][C:9]1[CH:10]=[C:11]2[NH:16][C:15]([O:17][C@H:18]3[C@H:22]4[O:23][CH2:24][C@@H:25]([OH:26])[C@H:21]4[O:20][CH2:19]3)=[N:14][C:12]2=[N:13][C:8]=1[C:5]1[CH:6]=[CH:7][C:2]([C:29]#[C:28][CH:30]2[CH2:35][CH2:34][NH:33][CH2:32][CH2:31]2)=[CH:3][CH:4]=1, predict the reactants needed to synthesize it. The reactants are: Br[C:2]1[CH:7]=[CH:6][C:5]([C:8]2[N:13]=[C:12]3[N:14]=[C:15]([O:17][CH:18]4[CH:22]5[O:23][CH2:24][CH:25]([OH:26])[CH:21]5[O:20][CH2:19]4)[NH:16][C:11]3=[CH:10][C:9]=2[Cl:27])=[CH:4][CH:3]=1.[C:28]([CH:30]1[CH2:35][CH2:34][NH:33][CH2:32][CH2:31]1)#[CH:29].C(=O)([O-])[O-].[Cs+].[Cs+]. (3) The reactants are: [NH2:1][C:2]1[CH:7]=[CH:6][C:5]([C:8]2[CH:9]=[C:10]3[C:14](=[CH:15][CH:16]=2)[C:13](=[O:17])[N:12]([C@@H:18]([CH:23]([CH3:25])[CH3:24])[C:19]([O:21][CH3:22])=[O:20])[CH2:11]3)=[CH:4][CH:3]=1.[CH3:26][O:27][C:28]1[CH:29]=[C:30]([S:36](Cl)(=[O:38])=[O:37])[CH:31]=[CH:32][C:33]=1[O:34][CH3:35]. Given the product [CH3:26][O:27][C:28]1[CH:29]=[C:30]([S:36]([NH:1][C:2]2[CH:7]=[CH:6][C:5]([C:8]3[CH:9]=[C:10]4[C:14](=[CH:15][CH:16]=3)[C:13](=[O:17])[N:12]([C@@H:18]([CH:23]([CH3:25])[CH3:24])[C:19]([O:21][CH3:22])=[O:20])[CH2:11]4)=[CH:4][CH:3]=2)(=[O:37])=[O:38])[CH:31]=[CH:32][C:33]=1[O:34][CH3:35], predict the reactants needed to synthesize it. (4) Given the product [Cl:1][C:2]1[CH:7]=[CH:6][C:5]([S:8][C:9]2[C:10]([C:20]3[CH:21]=[CH:22][C:23]([C:24]([O:26][CH3:32])=[O:25])=[CH:27][CH:28]=3)=[N:11][N:12]([C:14]3[CH:19]=[CH:18][CH:17]=[CH:16][CH:15]=3)[CH:13]=2)=[CH:4][CH:3]=1, predict the reactants needed to synthesize it. The reactants are: [Cl:1][C:2]1[CH:7]=[CH:6][C:5]([S:8][C:9]2[C:10]([C:20]3[CH:28]=[CH:27][C:23]([C:24]([OH:26])=[O:25])=[CH:22][CH:21]=3)=[N:11][N:12]([C:14]3[CH:19]=[CH:18][CH:17]=[CH:16][CH:15]=3)[CH:13]=2)=[CH:4][CH:3]=1.CO.[Si](C=[N+]=[N-])(C)(C)[CH3:32]. (5) Given the product [C:9]1([N:8]2[CH:25]=[N:1][C:2]3[C:7]2=[N:6][C:5]([C:15]2[CH:16]=[N:17][CH:18]=[CH:19][CH:20]=2)=[N:4][C:3]=3[C:21]([NH2:23])=[O:22])[CH:10]=[CH:11][CH:12]=[CH:13][CH:14]=1, predict the reactants needed to synthesize it. The reactants are: [NH2:1][C:2]1[C:3]([C:21]([NH2:23])=[O:22])=[N:4][C:5]([C:15]2[CH:16]=[N:17][CH:18]=[CH:19][CH:20]=2)=[N:6][C:7]=1[NH:8][C:9]1[CH:14]=[CH:13][CH:12]=[CH:11][CH:10]=1.N[C:25]1C(C(OC)=O)=NC(C2C=NC=CC=2)=NC=1NC1C=CC=CC=1.N. (6) The reactants are: [F:1][C:2]1[CH:30]=[CH:29][C:5]([NH:6][C:7]2[CH:19]=[C:18](/[CH:20]=[CH:21]/[C:22]3[CH:27]=[CH:26][CH:25]=[C:24]([OH:28])[CH:23]=3)[CH:17]=[CH:16][C:8]=2[C:9]([O:11]C(C)(C)C)=[O:10])=[CH:4][CH:3]=1. Given the product [F:1][C:2]1[CH:3]=[CH:4][C:5]([NH:6][C:7]2[CH:19]=[C:18](/[CH:20]=[CH:21]/[C:22]3[CH:27]=[CH:26][CH:25]=[C:24]([OH:28])[CH:23]=3)[CH:17]=[CH:16][C:8]=2[C:9]([OH:11])=[O:10])=[CH:29][CH:30]=1, predict the reactants needed to synthesize it. (7) Given the product [F:1][C:2]([F:7])([F:6])[C:3]([O-:5])=[O:4].[C:23]([CH:16]1[CH2:17][C:18]([F:22])([F:21])[CH2:19][CH2:20][NH2+:15]1)([OH:25])=[O:24], predict the reactants needed to synthesize it. The reactants are: [F:1][C:2]([F:7])([F:6])[C:3]([OH:5])=[O:4].C(OC([N:15]1[CH2:20][CH2:19][C:18]([F:22])([F:21])[CH2:17][CH:16]1[C:23]([OH:25])=[O:24])=O)(C)(C)C. (8) Given the product [C:1]([C:5]1[CH:9]=[C:8]([NH:10][C:24](=[O:25])[C:23]([F:34])([F:33])[F:22])[N:7]([CH2:11][CH2:12][CH2:13][CH3:14])[N:6]=1)([CH3:4])([CH3:3])[CH3:2], predict the reactants needed to synthesize it. The reactants are: [C:1]([C:5]1[CH:9]=[C:8]([NH2:10])[N:7]([CH2:11][CH2:12][CH2:13][CH3:14])[N:6]=1)([CH3:4])([CH3:3])[CH3:2].C(N(CC)CC)C.[F:22][C:23]([F:34])([F:33])[C:24](O[C:24](=[O:25])[C:23]([F:34])([F:33])[F:22])=[O:25]. (9) Given the product [Br:1][C:2]1[CH:3]=[C:4]([N:5]2[C:26](=[O:27])[CH2:25][C:24](=[O:28])[NH:23][C:22]3[C:29]4[C:34]([CH:35]=[CH:36][C:21]2=3)=[CH:33][CH:32]=[CH:31][CH:30]=4)[CH:6]=[CH:7][CH:8]=1, predict the reactants needed to synthesize it. The reactants are: [Br:1][C:2]1[CH:3]=[C:4]([CH:6]=[CH:7][CH:8]=1)[NH2:5].O1C=CN=C1C1C=C(N2[C:26](=[O:27])[CH2:25][C:24](=[O:28])[NH:23][C:22]3[C:29]4[C:34]([CH:35]=[CH:36][C:21]2=3)=[CH:33][CH:32]=[CH:31][CH:30]=4)C=CC=1.